Dataset: Forward reaction prediction with 1.9M reactions from USPTO patents (1976-2016). Task: Predict the product of the given reaction. (1) Given the reactants [NH2:1][C:2]1[C:7]2[C:8]([C:11]3[CH:12]=[C:13]4[C:17](=[CH:18][CH:19]=3)[N:16](C(OC(C)(C)C)=O)[CH2:15][CH2:14]4)=[CH:9][O:10][C:6]=2[CH:5]=[CH:4][N:3]=1.Cl.O1CCOCC1, predict the reaction product. The product is: [NH:16]1[C:17]2[C:13](=[CH:12][C:11]([C:8]3[C:7]4[C:2]([NH2:1])=[N:3][CH:4]=[CH:5][C:6]=4[O:10][CH:9]=3)=[CH:19][CH:18]=2)[CH2:14][CH2:15]1. (2) Given the reactants [O-]CC.[Mg+2:4].[O-]CC.[C:8]([OH:17])(=[O:16])[CH:9]([CH2:13][CH2:14][CH3:15])[CH2:10][CH2:11][CH3:12].CC(C)=O, predict the reaction product. The product is: [C:8]([O-:17])(=[O:16])[CH:9]([CH2:13][CH2:14][CH3:15])[CH2:10][CH2:11][CH3:12].[Mg+2:4].[C:8]([O-:17])(=[O:16])[CH:9]([CH2:13][CH2:14][CH3:15])[CH2:10][CH2:11][CH3:12]. (3) Given the reactants [OH-].[Na+].[CH2:3]([O:5][C:6](=[O:13])[CH:7]1[CH2:12][CH2:11][CH2:10][NH:9][CH2:8]1)[CH3:4].[CH3:14][C:15]([O:18][C:19](O[C:19]([O:18][C:15]([CH3:17])([CH3:16])[CH3:14])=[O:20])=[O:20])([CH3:17])[CH3:16].CCOC(C)=O, predict the reaction product. The product is: [CH2:3]([O:5][C:6]([CH:7]1[CH2:12][CH2:11][CH2:10][N:9]([C:19]([O:18][C:15]([CH3:17])([CH3:16])[CH3:14])=[O:20])[CH2:8]1)=[O:13])[CH3:4]. (4) The product is: [Cl:1][C:2]1[N:10]=[C:9]2[C:5]([N:6]=[CH:7][NH:8]2)=[C:4]([NH:17][C@H:18]([C:20]2[N:21]([C:32]3[CH:37]=[CH:36][CH:35]=[CH:34][CH:33]=3)[C:22](=[O:31])[C:23]3[C:28]([CH:29]=2)=[CH:27][CH:26]=[CH:25][C:24]=3[CH3:30])[CH3:19])[N:3]=1.[Cl:43][C:44]1[N:52]=[C:51]2[C:47]([N:48]=[CH:49][NH:50]2)=[C:46]([NH:53][CH:54]([C:56]2[N:57]([C:68]3[CH:73]=[CH:72][CH:71]=[CH:70][CH:69]=3)[C:58](=[O:67])[C:59]3[C:64]([CH:65]=2)=[CH:63][CH:62]=[CH:61][C:60]=3[CH3:66])[CH3:55])[N:45]=1. Given the reactants [Cl:1][C:2]1[N:10]=[C:9]2[C:5]([N:6]=[CH:7][N:8]2C2CCCCO2)=[C:4]([NH:17][CH:18]([C:20]2[N:21]([C:32]3[CH:37]=[CH:36][CH:35]=[CH:34][CH:33]=3)[C:22](=[O:31])[C:23]3[C:28]([CH:29]=2)=[CH:27][CH:26]=[CH:25][C:24]=3[CH3:30])[CH3:19])[N:3]=1.C([O-])(O)=O.[Na+].[Cl:43][C:44]1[N:52]=[C:51]2[C:47]([N:48]=[CH:49][NH:50]2)=[C:46]([NH:53][CH:54]([C:56]2[N:57]([C:68]3[CH:73]=[CH:72][CH:71]=[CH:70][CH:69]=3)[C:58](=[O:67])[C:59]3[C:64]([CH:65]=2)=[CH:63][CH:62]=[CH:61][C:60]=3[CH3:66])[CH3:55])[N:45]=1, predict the reaction product. (5) Given the reactants [CH3:1][C:2]1[CH:3]=[CH:4][C:5]2[O:10][CH:9]([C:11]3[CH:16]=[CH:15][CH:14]=[CH:13][CH:12]=3)[CH2:8][NH:7][C:6]=2[CH:17]=1.C(N(CC)CC)C.[CH2:25]([O:27][C:28](=[O:34])/[CH:29]=[CH:30]/[C:31](Cl)=[O:32])[CH3:26].O, predict the reaction product. The product is: [CH2:25]([O:27][C:28](=[O:34])/[CH:29]=[CH:30]/[C:31]([N:7]1[C:6]2[CH:17]=[C:2]([CH3:1])[CH:3]=[CH:4][C:5]=2[O:10][CH:9]([C:11]2[CH:16]=[CH:15][CH:14]=[CH:13][CH:12]=2)[CH2:8]1)=[O:32])[CH3:26]. (6) Given the reactants [C:1]([CH:4]1[CH2:10][CH2:9][CH2:8][C:7]2[CH:11]=[C:12]([N:15]3[CH2:19][C@H:18]([CH2:20][NH:21][C:22](=[O:24])[CH3:23])[O:17][C:16]3=[O:25])[CH:13]=[CH:14][C:6]=2[C:5]1=O)(=O)[CH3:2].O.[NH2:28][NH2:29], predict the reaction product. The product is: [CH3:2][C:1]1[C:4]2[CH2:10][CH2:9][CH2:8][C:7]3[CH:11]=[C:12]([N:15]4[CH2:19][C@H:18]([CH2:20][NH:21][C:22](=[O:24])[CH3:23])[O:17][C:16]4=[O:25])[CH:13]=[CH:14][C:6]=3[C:5]=2[NH:29][N:28]=1. (7) Given the reactants [N:1]1(C(OCC2C=CC=CC=2)=O)[CH2:6][CH2:5][C:4]2([CH2:15][CH2:14][C:13]3[C:8](=[CH:9][CH:10]=[CH:11][CH:12]=3)[O:7]2)[CH2:3][CH2:2]1.[H][H], predict the reaction product. The product is: [NH:1]1[CH2:6][CH2:5][C:4]2([CH2:15][CH2:14][C:13]3[C:8](=[CH:9][CH:10]=[CH:11][CH:12]=3)[O:7]2)[CH2:3][CH2:2]1.